This data is from Full USPTO retrosynthesis dataset with 1.9M reactions from patents (1976-2016). The task is: Predict the reactants needed to synthesize the given product. (1) Given the product [CH:14]1([C@@H:13]([NH:17][C:18]([C:20]2[C:28]3[C:23](=[N:24][CH:25]=[C:26]([C:29]4[S:37][C:36]5[C:31](=[N:32][CH:33]=[CH:34][C:35]=5[O:2][CH3:1])[CH:30]=4)[N:27]=3)[N:22]([CH2:39][O:40][CH2:41][CH2:42][Si:43]([CH3:46])([CH3:44])[CH3:45])[CH:21]=2)=[O:19])[C:12]([OH:5])=[O:47])[CH2:15][CH2:16]1, predict the reactants needed to synthesize it. The reactants are: [CH3:1][O-:2].[Na+].C[OH:5].C(C1CN([C:12](=[O:47])[C@H:13]([NH:17][C:18]([C:20]2[C:28]3[C:23](=[N:24][CH:25]=[C:26]([C:29]4[S:37][C:36]5[C:31](=[N:32][CH:33]=[CH:34][C:35]=5Cl)[CH:30]=4)[N:27]=3)[N:22]([CH2:39][O:40][CH2:41][CH2:42][Si:43]([CH3:46])([CH3:45])[CH3:44])[CH:21]=2)=[O:19])[CH:14]2[CH2:16][CH2:15]2)C1)#N. (2) Given the product [C:1]([O:5][C:6](=[O:22])[NH:7][C:8]1[CH:13]=[C:12]([N:14]([CH3:16])[CH3:15])[C:11]([C:17]([F:20])([F:19])[F:18])=[CH:10][C:9]=1[NH:21][C:28](=[O:27])[CH2:29][C:30](=[O:43])[C:31]1[CH:36]=[CH:35][CH:34]=[C:33]([C:37]2[CH:42]=[CH:41][CH:40]=[CH:39][N:38]=2)[CH:32]=1)([CH3:4])([CH3:2])[CH3:3], predict the reactants needed to synthesize it. The reactants are: [C:1]([O:5][C:6](=[O:22])[NH:7][C:8]1[CH:13]=[C:12]([N:14]([CH3:16])[CH3:15])[C:11]([C:17]([F:20])([F:19])[F:18])=[CH:10][C:9]=1[NH2:21])([CH3:4])([CH3:3])[CH3:2].C([O:27][C:28](=O)[CH2:29][C:30](=[O:43])[C:31]1[CH:36]=[CH:35][CH:34]=[C:33]([C:37]2[CH:42]=[CH:41][CH:40]=[CH:39][N:38]=2)[CH:32]=1)(C)(C)C. (3) Given the product [CH3:17][C@H:13]1[CH2:14][CH2:15][CH2:16][N:11]([C:9]([C:3]2[CH:4]=[C:5]([CH3:8])[CH:6]=[CH:7][C:2]=2[N:30]2[CH:34]=[CH:33][CH:32]=[N:31]2)=[O:10])[C@H:12]1[CH2:18][NH:19][C:20]1[CH:25]=[CH:24][C:23]([C:26]([F:29])([F:28])[F:27])=[CH:22][N:21]=1.[C:45]([OH:48])([C:26]([F:29])([F:28])[F:27])=[O:46], predict the reactants needed to synthesize it. The reactants are: Br[C:2]1[CH:7]=[CH:6][C:5]([CH3:8])=[CH:4][C:3]=1[C:9]([N:11]1[CH2:16][CH2:15][CH2:14][C@H:13]([CH3:17])[C@@H:12]1[CH2:18][NH:19][C:20]1[CH:25]=[CH:24][C:23]([C:26]([F:29])([F:28])[F:27])=[CH:22][N:21]=1)=[O:10].[NH:30]1[CH:34]=[CH:33][CH:32]=[N:31]1.CN[C@H]1CCCC[C@@H]1NC.[C:45]([O-:48])([O-])=[O:46].[Cs+].[Cs+]. (4) Given the product [F:24][C:18]1[CH:19]=[CH:20][CH:21]=[C:22]([F:23])[C:17]=1[C:14]1[CH:15]=[C:16]2[C:11](=[CH:12][CH:13]=1)[N:10]([S:25]([C:28]1[CH:29]=[CH:30][C:31]([CH3:32])=[CH:33][CH:34]=1)(=[O:27])=[O:26])[CH:9]=[C:8]2[C:4]1[N:3]=[C:2]([NH:35][C@@H:36]2[CH2:41][CH2:40][CH2:39][N:38]([C:42]([O:44][C:45]([CH3:48])([CH3:47])[CH3:46])=[O:43])[CH2:37]2)[CH:7]=[CH:6][N:5]=1, predict the reactants needed to synthesize it. The reactants are: Cl[C:2]1[CH:7]=[CH:6][N:5]=[C:4]([C:8]2[C:16]3[C:11](=[CH:12][CH:13]=[C:14]([C:17]4[C:22]([F:23])=[CH:21][CH:20]=[CH:19][C:18]=4[F:24])[CH:15]=3)[N:10]([S:25]([C:28]3[CH:34]=[CH:33][C:31]([CH3:32])=[CH:30][CH:29]=3)(=[O:27])=[O:26])[CH:9]=2)[N:3]=1.[NH2:35][C@@H:36]1[CH2:41][CH2:40][CH2:39][N:38]([C:42]([O:44][C:45]([CH3:48])([CH3:47])[CH3:46])=[O:43])[CH2:37]1. (5) Given the product [Br:1][C:2]1[CH:3]=[C:4]2[C:10]([C:24]3[CH:23]=[N:22][CH:27]=[CH:26][CH:25]=3)=[CH:9][N:8]([S:12]([C:15]3[CH:21]=[CH:20][C:18]([CH3:19])=[CH:17][CH:16]=3)(=[O:14])=[O:13])[C:5]2=[N:6][CH:7]=1, predict the reactants needed to synthesize it. The reactants are: [Br:1][C:2]1[CH:3]=[C:4]2[C:10](I)=[CH:9][N:8]([S:12]([C:15]3[CH:21]=[CH:20][C:18]([CH3:19])=[CH:17][CH:16]=3)(=[O:14])=[O:13])[C:5]2=[N:6][CH:7]=1.[N:22]1[CH:27]=[CH:26][CH:25]=[C:24](B(O)O)[CH:23]=1.C(#N)C.C([O-])([O-])=O.[Na+].[Na+]. (6) Given the product [Cl:1][C:2]1[CH:7]=[CH:6][CH:5]=[C:4]([CH3:8])[C:3]=1[S:9]([N:12]([CH2:13][CH2:14][O:15][CH2:22][C:23]([O:25][C:26]([CH3:29])([CH3:28])[CH3:27])=[O:24])[CH:16]1[CH2:18][CH2:17]1)(=[O:11])=[O:10], predict the reactants needed to synthesize it. The reactants are: [Cl:1][C:2]1[CH:7]=[CH:6][CH:5]=[C:4]([CH3:8])[C:3]=1[S:9]([N:12]([CH:16]1[CH2:18][CH2:17]1)[CH2:13][CH2:14][OH:15])(=[O:11])=[O:10].[OH-].[Na+].Br[CH2:22][C:23]([O:25][C:26]([CH3:29])([CH3:28])[CH3:27])=[O:24]. (7) Given the product [C:12]([O:16][C:17](=[O:24])[NH:18][CH2:19][CH2:20][CH2:21][CH2:22][NH:23][CH:4]1[C:5]2=[N:6][CH:7]=[CH:8][CH:9]=[C:10]2[O:1][CH2:2][CH2:3]1)([CH3:15])([CH3:13])[CH3:14], predict the reactants needed to synthesize it. The reactants are: [O:1]1[C:10]2[C:5](=[N:6][CH:7]=[CH:8][CH:9]=2)[C:4](=O)[CH2:3][CH2:2]1.[C:12]([O:16][C:17](=[O:24])[NH:18][CH2:19][CH2:20][CH2:21][CH2:22][NH2:23])([CH3:15])([CH3:14])[CH3:13].[BH-](OC(C)=O)(OC(C)=O)OC(C)=O.[Na+]. (8) Given the product [F:9][C:10]1[CH:17]=[CH:16][C:13]([CH2:14][C:3]2[CH:4]=[CH:5][S:1][C:2]=2[C:6](=[O:8])[CH3:19])=[CH:12][CH:11]=1, predict the reactants needed to synthesize it. The reactants are: [S:1]1[CH:5]=[CH:4][CH:3]=[C:2]1[C:6]([OH:8])=O.[F:9][C:10]1[CH:17]=[CH:16][C:13]([CH2:14]Br)=[CH:12][CH:11]=1.Cl.[CH3:19]NOC.C[Mg]Br.